This data is from Full USPTO retrosynthesis dataset with 1.9M reactions from patents (1976-2016). The task is: Predict the reactants needed to synthesize the given product. (1) Given the product [C:17]([O:16][C:14](=[O:15])[NH:6][CH2:5][CH2:4][CH2:3][Br:2])([CH3:20])([CH3:19])[CH3:18], predict the reactants needed to synthesize it. The reactants are: Br.[Br:2][CH2:3][CH2:4][CH2:5][NH2:6].C(N(CC)CC)C.[C:14](O[C:14]([O:16][C:17]([CH3:20])([CH3:19])[CH3:18])=[O:15])([O:16][C:17]([CH3:20])([CH3:19])[CH3:18])=[O:15]. (2) The reactants are: [N:1]1([CH2:10][CH2:11][C:12]([OH:14])=O)[C:5]2[CH:6]=[CH:7][CH:8]=[CH:9][C:4]=2[N:3]=[CH:2]1.[C:15]([C:19]1[CH:25]=[CH:24][C:22]([NH2:23])=[CH:21][CH:20]=1)([CH3:18])([CH3:17])[CH3:16]. Given the product [N:1]1([CH2:10][CH2:11][C:12]([NH:23][C:22]2[CH:24]=[CH:25][C:19]([C:15]([CH3:18])([CH3:17])[CH3:16])=[CH:20][CH:21]=2)=[O:14])[C:5]2[CH:6]=[CH:7][CH:8]=[CH:9][C:4]=2[N:3]=[CH:2]1, predict the reactants needed to synthesize it. (3) Given the product [O:1]1[C:6]2[CH:7]=[CH:8][CH:9]=[C:10]([CH:11]([NH2:12])[CH3:13])[C:5]=2[O:4][CH2:3][CH2:2]1, predict the reactants needed to synthesize it. The reactants are: [O:1]1[C:6]2[CH:7]=[CH:8][CH:9]=[C:10]([CH:11]=[NH:12])[C:5]=2[O:4][CH2:3][CH2:2]1.[CH3:13][Mg]Br. (4) The reactants are: [C:1]([O:5][C:6]([N:8]1[CH2:13][CH2:12][CH2:11][CH2:10][CH:9]1[CH2:14][OH:15])=[O:7])([CH3:4])([CH3:3])[CH3:2].C[N+]1([O-])CCOCC1. Given the product [C:1]([O:5][C:6]([N:8]1[CH2:13][CH2:12][CH2:11][CH2:10][CH:9]1[CH:14]=[O:15])=[O:7])([CH3:4])([CH3:3])[CH3:2], predict the reactants needed to synthesize it. (5) Given the product [CH3:1][N:2]1[CH:10]=[C:9]2[C:4]([CH:5]=[CH:6][C:7]3[CH2:13][CH2:12][C:11](=[CH:14][CH2:15][NH:16][C:24](=[O:26])[CH3:25])[C:8]=32)=[N:3]1, predict the reactants needed to synthesize it. The reactants are: [CH3:1][N:2]1[CH:10]=[C:9]2[C:4]([CH:5]=[CH:6][C:7]3[CH2:13][CH2:12][C:11](=[CH:14][CH2:15][NH2:16])[C:8]=32)=[N:3]1.C(N(CC)CC)C.[C:24](OC(=O)C)(=[O:26])[CH3:25]. (6) Given the product [NH2:12][C:7]1[C:6]2[N:13]=[C:14]([CH2:16][CH2:17][CH3:18])[S:15][C:5]=2[C:4]2[CH:3]=[C:2]([C:22]3[CH:23]=[CH:24][CH:25]=[CH:26][C:21]=3[CH2:20][OH:19])[CH:11]=[CH:10][C:9]=2[N:8]=1, predict the reactants needed to synthesize it. The reactants are: Br[C:2]1[CH:11]=[CH:10][C:9]2[N:8]=[C:7]([NH2:12])[C:6]3[N:13]=[C:14]([CH2:16][CH2:17][CH3:18])[S:15][C:5]=3[C:4]=2[CH:3]=1.[OH:19][CH2:20][C:21]1[CH:26]=[CH:25][CH:24]=[CH:23][C:22]=1B(O)O. (7) Given the product [Cl:1][C:2]1[CH:9]=[CH:8][CH:7]=[C:6]([OH:10])[C:3]=1[CH:4]=[N:19][NH:18][C:16](=[O:17])[C:15]1[CH:14]=[CH:13][C:12]([Cl:11])=[CH:21][CH:20]=1, predict the reactants needed to synthesize it. The reactants are: [Cl:1][C:2]1[CH:9]=[CH:8][CH:7]=[C:6]([OH:10])[C:3]=1[CH:4]=O.[Cl:11][C:12]1[CH:21]=[CH:20][C:15]([C:16]([NH:18][NH2:19])=[O:17])=[CH:14][CH:13]=1.O. (8) Given the product [CH:1]1([CH2:4][S:5]([C:8]2[CH:9]=[C:10]([C:14]3[N:22]4[C:17]([CH:18]=[N:19][C:20]([NH:35][C:32]5[CH:33]=[CH:34][C:29]6[N:28]=[CH:27][N:26]([CH3:25])[C:30]=6[CH:31]=5)=[N:21]4)=[CH:16][CH:15]=3)[CH:11]=[CH:12][CH:13]=2)(=[O:7])=[O:6])[CH2:3][CH2:2]1, predict the reactants needed to synthesize it. The reactants are: [CH:1]1([CH2:4][S:5]([C:8]2[CH:9]=[C:10]([C:14]3[N:22]4[C:17]([CH:18]=[N:19][C:20](SC)=[N:21]4)=[CH:16][CH:15]=3)[CH:11]=[CH:12][CH:13]=2)(=[O:7])=[O:6])[CH2:3][CH2:2]1.[CH3:25][N:26]1[C:30]2[CH:31]=[C:32]([NH2:35])[CH:33]=[CH:34][C:29]=2[N:28]=[CH:27]1.